Predict the product of the given reaction. From a dataset of Forward reaction prediction with 1.9M reactions from USPTO patents (1976-2016). (1) Given the reactants [H-].[Na+].[F:3][C:4]1[CH:5]=[CH:6][C:7]2[CH2:13][O:12][C:11]3[CH:14]=[CH:15][CH:16]=[CH:17][C:10]=3[NH:9][C:8]=2[CH:18]=1.CS(O[C@H:24]1[CH2:28][CH2:27][N:26]([CH2:29][CH2:30][C:31]2[CH:36]=[CH:35][CH:34]=[C:33]([N:37]3[CH2:41][CH2:40][CH2:39][CH2:38]3)[CH:32]=2)[CH2:25]1)(=O)=O.[Cl-].[Na+], predict the reaction product. The product is: [F:3][C:4]1[CH:5]=[CH:6][C:7]2[CH2:13][O:12][C:11]3[CH:14]=[CH:15][CH:16]=[CH:17][C:10]=3[N:9]([C@@H:28]3[CH2:24][CH2:25][N:26]([CH2:29][CH2:30][C:31]4[CH:36]=[CH:35][CH:34]=[C:33]([N:37]5[CH2:41][CH2:40][CH2:39][CH2:38]5)[CH:32]=4)[CH2:27]3)[C:8]=2[CH:18]=1. (2) Given the reactants [Cl:1][CH2:2][CH2:3][CH2:4][CH2:5][CH2:6][CH2:7][CH2:8][CH2:9][CH2:10][CH2:11][C:12]#[C:13][CH:14](OCC)[O:15]CC.O, predict the reaction product. The product is: [Cl:1][CH2:2][CH2:3][CH2:4][CH2:5][CH2:6][CH2:7][CH2:8][CH2:9][CH2:10][CH2:11][C:12]#[C:13][CH:14]=[O:15]. (3) Given the reactants C(O)(=O)C.N1C=[CH:9][CH:8]=[CH:7][CH:6]=1.[ClH:11].Cl.[NH2:13][CH2:14][C:15]1[CH:16]=[CH:17][C:18]([N:21]2[C:25](=[O:26])[C:24]([C:27]3[CH:28]=[N:29][CH:30]=[CH:31][CH:32]=3)=[CH:23][NH:22]2)=[N:19][CH:20]=1.COC1CCC(OC)O1, predict the reaction product. The product is: [ClH:11].[N:29]1[CH:30]=[CH:31][CH:32]=[C:27]([C:24]2[C:25](=[O:26])[N:21]([C:18]3[CH:17]=[CH:16][C:15]([CH2:14][N:13]4[CH:9]=[CH:8][CH:7]=[CH:6]4)=[CH:20][N:19]=3)[NH:22][CH:23]=2)[CH:28]=1. (4) Given the reactants [CH2:1]([NH:3][C:4]([C:6]1[CH:7]=[C:8]([CH:13]=[CH:14][CH:15]=1)[C:9]([O:11]C)=[O:10])=[O:5])[CH3:2].[Li+].[OH-], predict the reaction product. The product is: [CH2:1]([NH:3][C:4]([C:6]1[CH:7]=[C:8]([CH:13]=[CH:14][CH:15]=1)[C:9]([OH:11])=[O:10])=[O:5])[CH3:2]. (5) Given the reactants Br[C:2]1[CH:11]=[CH:10][C:9]2[N:8]=[CH:7][C:6]3[N:12]([CH3:23])[C:13](=[O:22])[N:14]([C:15]4[N:16]([CH3:21])[N:17]=[CH:18][C:19]=4[CH3:20])[C:5]=3[C:4]=2[CH:3]=1.[CH3:24][O:25][C:26]1[CH:31]=[CH:30][C:29](B(O)O)=[CH:28][N:27]=1, predict the reaction product. The product is: [CH3:21][N:16]1[C:15]([N:14]2[C:5]3[C:4]4[CH:3]=[C:2]([C:29]5[CH:28]=[N:27][C:26]([O:25][CH3:24])=[CH:31][CH:30]=5)[CH:11]=[CH:10][C:9]=4[N:8]=[CH:7][C:6]=3[N:12]([CH3:23])[C:13]2=[O:22])=[C:19]([CH3:20])[CH:18]=[N:17]1. (6) Given the reactants Br[C:2]1[CH:7]=[CH:6][C:5]([C:8]2([OH:19])[CH2:11][N:10]([C:12]([O:14][C:15]([CH3:18])([CH3:17])[CH3:16])=[O:13])[CH2:9]2)=[CH:4][CH:3]=1.[CH3:20][N:21](C)C=O, predict the reaction product. The product is: [C:20]([C:2]1[CH:7]=[CH:6][C:5]([C:8]2([OH:19])[CH2:11][N:10]([C:12]([O:14][C:15]([CH3:18])([CH3:17])[CH3:16])=[O:13])[CH2:9]2)=[CH:4][CH:3]=1)#[N:21]. (7) Given the reactants [CH3:1][O:2][C:3]1[CH:4]=[C:5]2[C:9](=[CH:10][CH:11]=1)[N:8]([C:12]1[CH:17]=[CH:16][C:15]([C:18]#[C:19][CH2:20][CH2:21]O)=[CH:14][CH:13]=1)[C:7]([CH3:23])=[CH:6]2.[CH2:24]([N:26](CC)[CH2:27][CH3:28])[CH3:25].CS(Cl)(=O)=O.N1CCCC1, predict the reaction product. The product is: [CH3:1][O:2][C:3]1[CH:4]=[C:5]2[C:9](=[CH:10][CH:11]=1)[N:8]([C:12]1[CH:13]=[CH:14][C:15]([C:18]#[C:19][CH2:20][CH2:21][N:26]3[CH2:27][CH2:28][CH2:25][CH2:24]3)=[CH:16][CH:17]=1)[C:7]([CH3:23])=[CH:6]2. (8) Given the reactants CC(OC(/N=N/C(OC(C)C)=O)=O)C.[C:15]([O:19][C:20](=[O:35])[NH:21][C@H:22]([C:26]1[CH:31]=[C:30]([F:32])[C:29]([F:33])=[C:28]([F:34])[CH:27]=1)[C@@H:23]([OH:25])[CH3:24])([CH3:18])([CH3:17])[CH3:16].[N+:36]([C:39]1[CH:47]=[CH:46][C:42]([C:43](O)=[O:44])=[CH:41][CH:40]=1)([O-:38])=[O:37].C1(P(C2C=CC=CC=2)C2C=CC=CC=2)C=CC=CC=1, predict the reaction product. The product is: [C:15]([O:19][C:20]([NH:21][C@H:22]([C:26]1[CH:31]=[C:30]([F:32])[C:29]([F:33])=[C:28]([F:34])[CH:27]=1)[C@H:23]([O:25][C:43](=[O:44])[C:42]1[CH:41]=[CH:40][C:39]([N+:36]([O-:38])=[O:37])=[CH:47][CH:46]=1)[CH3:24])=[O:35])([CH3:16])([CH3:17])[CH3:18].